Dataset: Catalyst prediction with 721,799 reactions and 888 catalyst types from USPTO. Task: Predict which catalyst facilitates the given reaction. (1) Reactant: [C:1]([O:5][C:6](=[O:15])[NH:7][C:8]1[CH:13]=[C:12]([Cl:14])[CH:11]=[CH:10][N:9]=1)([CH3:4])([CH3:3])[CH3:2].[H-].[Na+].[CH3:18][O:19][C:20](=[O:23])[CH2:21]Br. Product: [CH3:18][O:19][C:20](=[O:23])[CH2:21][N:7]([C:6]([O:5][C:1]([CH3:4])([CH3:2])[CH3:3])=[O:15])[C:8]1[CH:13]=[C:12]([Cl:14])[CH:11]=[CH:10][N:9]=1. The catalyst class is: 3. (2) Reactant: O1CCCC1.[F:6][C:7]([F:24])([F:23])[O:8][C:9]1[CH:14]=[CH:13][C:12]([NH:15][C:16](=[O:22])[O:17][C:18]([CH3:21])([CH3:20])[CH3:19])=[CH:11][CH:10]=1.[CH3:25][O:26][C:27]1[C:34]([O:35][CH3:36])=[CH:33][CH:32]=[CH:31][C:28]=1[CH:29]=[O:30].[Cl-].[NH4+]. Product: [CH3:25][O:26][C:27]1[C:34]([O:35][CH3:36])=[CH:33][CH:32]=[CH:31][C:28]=1[CH:29]([OH:30])[C:11]1[CH:10]=[C:9]([O:8][C:7]([F:23])([F:24])[F:6])[CH:14]=[CH:13][C:12]=1[NH:15][C:16](=[O:22])[O:17][C:18]([CH3:19])([CH3:20])[CH3:21]. The catalyst class is: 81. (3) The catalyst class is: 134. Reactant: C([Li])CCC.[O:6]1[CH:11]=[CH:10][CH2:9][CH2:8][CH2:7]1.C([Si]([O:19][CH2:20][CH2:21][CH2:22][CH2:23]I)(C)C)(C)(C)C.[F-].C([N+](CCCC)(CCCC)CCCC)CCC. Product: [O:6]1[C:7]([CH2:23][CH2:22][CH2:21][CH2:20][OH:19])=[CH:8][CH2:9][CH2:10][CH2:11]1. (4) Reactant: [Cl:1][C:2]1[CH:3]=[C:4]([C@@H:12]([CH2:16][C@H:17]2[CH2:21][CH2:20][C:19](=[O:22])[CH2:18]2)[C:13](O)=[O:14])[CH:5]=[CH:6][C:7]=1[S:8]([CH3:11])(=[O:10])=[O:9].C(Cl)(=O)C([Cl:26])=O. Product: [Cl:1][C:2]1[CH:3]=[C:4]([C@@H:12]([CH2:16][C@H:17]2[CH2:21][CH2:20][C:19](=[O:22])[CH2:18]2)[C:13]([Cl:26])=[O:14])[CH:5]=[CH:6][C:7]=1[S:8]([CH3:11])(=[O:10])=[O:9]. The catalyst class is: 306. (5) Reactant: [F:1][CH:2]([F:14])[O:3][C:4]1[CH:9]=[CH:8][C:7]([CH2:10]O)=[CH:6][C:5]=1[O:12][CH3:13].N1C=CC=CC=1.CS([Cl:25])(=O)=O.C(=O)(O)[O-].[Na+]. Product: [Cl:25][CH2:10][C:7]1[CH:8]=[CH:9][C:4]([O:3][CH:2]([F:14])[F:1])=[C:5]([O:12][CH3:13])[CH:6]=1. The catalyst class is: 2. (6) Reactant: [Cl:1][C:2]1[CH:3]=[CH:4][C:5]2[N:6]([CH:8]=[C:9]([C:11]([OH:13])=O)[N:10]=2)[N:7]=1.CN(C(ON1N=NC2C=CC=CC1=2)=[N+](C)C)C.F[P-](F)(F)(F)(F)F.CCN(C(C)C)C(C)C.Br.[Cl:48][C:49]1[CH:50]=[C:51]([C:59]2[CH:68]=[CH:67][C:62]3[NH:63][C:64]([NH2:66])=[N:65][C:61]=3[CH:60]=2)[CH:52]=[CH:53][C:54]=1[C:55]([F:58])([F:57])[F:56].C(=O)(O)[O-].[Na+]. Product: [Cl:48][C:49]1[CH:50]=[C:51]([C:59]2[CH:68]=[CH:67][C:62]3[NH:63][C:64]([NH:66][C:11]([C:9]4[N:10]=[C:5]5[CH:4]=[CH:3][C:2]([Cl:1])=[N:7][N:6]5[CH:8]=4)=[O:13])=[N:65][C:61]=3[CH:60]=2)[CH:52]=[CH:53][C:54]=1[C:55]([F:57])([F:58])[F:56]. The catalyst class is: 3.